This data is from Full USPTO retrosynthesis dataset with 1.9M reactions from patents (1976-2016). The task is: Predict the reactants needed to synthesize the given product. Given the product [NH2:22][C:11]1[N:12]=[C:13]([C:14]2[CH:19]=[CH:18][C:17]([Cl:20])=[CH:16][C:15]=2[Cl:21])[C:8]2[CH:7]=[C:6]([CH2:4][OH:3])[S:23][C:9]=2[N:10]=1, predict the reactants needed to synthesize it. The reactants are: C([O:3][C:4]([C:6]1[S:23][C:9]2[N:10]=[C:11]([NH2:22])[N:12]=[C:13]([C:14]3[CH:19]=[CH:18][C:17]([Cl:20])=[CH:16][C:15]=3[Cl:21])[C:8]=2[CH:7]=1)=O)C.[H-].C([Al+]CC(C)C)C(C)C.Cl.